Dataset: Reaction yield outcomes from USPTO patents with 853,638 reactions. Task: Predict the reaction yield, written as a fraction of the theoretical maximum amount of product (1.0 means a 100% yield; for example, 0.34 means a 34% yield). (1) The reactants are [CH3:1][N:2]1[C:6]([N:7]2[CH2:12][CH2:11][CH2:10][C@H:9]([NH:13][C:14](=[O:20])[O:15][C:16]([CH3:19])([CH3:18])[CH3:17])[CH2:8]2)=[C:5]([N+:21]([O-])=O)[CH:4]=[N:3]1.[NH4+].[Cl-].CCO. The catalyst is [Fe].O. The product is [NH2:21][C:5]1[CH:4]=[N:3][N:2]([CH3:1])[C:6]=1[N:7]1[CH2:12][CH2:11][CH2:10][C@H:9]([NH:13][C:14](=[O:20])[O:15][C:16]([CH3:17])([CH3:18])[CH3:19])[CH2:8]1. The yield is 0.922. (2) The reactants are [F:1][C:2]([F:12])([F:11])[CH2:3][CH2:4][S:5][CH2:6][CH2:7][C:8]([OH:10])=O.[Cl:13][C:14]1(NCC)[CH:18]=[CH:17][N:16]([C:19]2[CH:20]=[N:21][CH:22]=[CH:23][CH:24]=2)[NH:15]1.[CH:28]([N:31](C(C)C)CC)(C)[CH3:29]. The catalyst is C(OCC)(=O)C. The product is [Cl:13][C:14]1[C:18]([N:31]([CH2:28][CH3:29])[C:8](=[O:10])[CH2:7][CH2:6][S:5][CH2:4][CH2:3][C:2]([F:1])([F:12])[F:11])=[CH:17][N:16]([C:19]2[CH:20]=[N:21][CH:22]=[CH:23][CH:24]=2)[N:15]=1. The yield is 0.940. (3) The reactants are [Br:1][C:2]1[CH:10]=[C:6]([C:7](O)=[O:8])[C:5]([OH:11])=[CH:4][CH:3]=1.OS(O)(=O)=O.[NH3:17]. The catalyst is C(O)CCC.CO. The product is [Br:1][C:2]1[CH:3]=[CH:4][C:5]([OH:11])=[C:6]([CH:10]=1)[C:7]([NH2:17])=[O:8]. The yield is 0.820. (4) The reactants are [CH3:1][CH:2]1[CH2:7][C:6]([C:8]2[CH:13]=[CH:12][N:11]=[CH:10][C:9]=2[N+:14]([O-:16])=[O:15])=[CH:5]C=C1.C1C(=O)N([Br:24])C(=O)C1.C([O:28][CH2:29][CH3:30])(=O)C. The catalyst is C1COCC1.O. The product is [Br:24][CH:30]1[CH:29]([OH:28])[CH:5]=[C:6]([C:8]2[CH:13]=[CH:12][N:11]=[CH:10][C:9]=2[N+:14]([O-:16])=[O:15])[CH2:7][CH:2]1[CH3:1]. The yield is 0.800. (5) The product is [CH3:13][O:14][CH2:15][C:16]([CH3:50])([CH3:51])[O:17][C:18]1[CH:19]=[CH:20][C:21]([N:24]2[C:29](=[O:30])[C:28]([CH2:31][C:32]3[CH:37]=[CH:36][C:35]([C:38]4[CH:43]=[CH:42][CH:41]=[CH:40][C:39]=4[C:44]4[NH:3][C:4](=[O:7])[O:5][N:45]=4)=[CH:34][CH:33]=3)=[C:27]([CH2:46][CH2:47][CH3:48])[N:26]=[C:25]2[CH3:49])=[CH:22][CH:23]=1. The catalyst is O.C(OCC)(=O)C. The yield is 0.410. The reactants are [Cl-].O[NH3+:3].[C:4](=[O:7])([O-])[OH:5].[Na+].CS(C)=O.[CH3:13][O:14][CH2:15][C:16]([CH3:51])([CH3:50])[O:17][C:18]1[CH:23]=[CH:22][C:21]([N:24]2[C:29](=[O:30])[C:28]([CH2:31][C:32]3[CH:37]=[CH:36][C:35]([C:38]4[C:39]([C:44]#[N:45])=[CH:40][CH:41]=[CH:42][CH:43]=4)=[CH:34][CH:33]=3)=[C:27]([CH2:46][CH2:47][CH3:48])[N:26]=[C:25]2[CH3:49])=[CH:20][CH:19]=1.